This data is from Full USPTO retrosynthesis dataset with 1.9M reactions from patents (1976-2016). The task is: Predict the reactants needed to synthesize the given product. (1) Given the product [Cl:23][C:24]1[CH:25]=[C:26]([CH:40]=[C:41]([CH3:43])[CH:42]=1)[C:27]([C:29]1[N:34]([CH2:8][C:6]2[CH:7]=[C:2]([F:1])[N:3]=[C:4]([F:10])[CH:5]=2)[C:33](=[O:35])[NH:32][C:31](=[O:36])[C:30]=1[CH:37]([CH3:38])[CH3:39])=[O:28], predict the reactants needed to synthesize it. The reactants are: [F:1][C:2]1[CH:7]=[C:6]([CH2:8]O)[CH:5]=[C:4]([F:10])[N:3]=1.C(N(CC)CC)C.CS(Cl)(=O)=O.[Cl:23][C:24]1[CH:25]=[C:26]([CH:40]=[C:41]([CH3:43])[CH:42]=1)[C:27]([C:29]1[NH:34][C:33](=[O:35])[NH:32][C:31](=[O:36])[C:30]=1[CH:37]([CH3:39])[CH3:38])=[O:28].C(=O)([O-])[O-].[K+].[K+].[I-].[Li+]. (2) Given the product [CH2:1]([N:3]1[C:12]2[C:7](=[CH:8][CH:9]=[C:10]([F:15])[C:11]=2[O:13][CH3:14])[C:6](=[O:16])[C:5]([C:17]([OH:19])=[O:18])=[CH:4]1)[CH3:2], predict the reactants needed to synthesize it. The reactants are: [CH2:1]([N:3]1[C:12]2[C:7](=[CH:8][CH:9]=[C:10]([F:15])[C:11]=2[O:13][CH3:14])[C:6](=[O:16])[C:5]([C:17]([O:19]CC)=[O:18])=[CH:4]1)[CH3:2]. (3) Given the product [C:1]([O:5][C:6](=[O:21])[NH:7][C@@H:8]1[C:14](=[O:15])[NH:13][C:12]2[CH:16]=[C:17]([B:27]3[O:31][C:30]([CH3:33])([CH3:32])[C:29]([CH3:35])([CH3:34])[O:28]3)[CH:18]=[CH:19][C:11]=2[CH2:10][CH2:9]1)([CH3:4])([CH3:3])[CH3:2], predict the reactants needed to synthesize it. The reactants are: [C:1]([O:5][C:6](=[O:21])[NH:7][C@@H:8]1[C:14](=[O:15])[NH:13][C:12]2[CH:16]=[C:17](Br)[CH:18]=[CH:19][C:11]=2[CH2:10][CH2:9]1)([CH3:4])([CH3:3])[CH3:2].C([O-])(=O)C.[K+].[B:27]1([B:27]2[O:31][C:30]([CH3:33])([CH3:32])[C:29]([CH3:35])([CH3:34])[O:28]2)[O:31][C:30]([CH3:33])([CH3:32])[C:29]([CH3:35])([CH3:34])[O:28]1. (4) Given the product [C:1]([C:5]1[N:9]([CH2:10][O:11][CH2:12][CH2:13][Si:14]([CH3:17])([CH3:16])[CH3:15])[C:8]([CH:26]=[O:27])=[N:7][CH:6]=1)([CH3:4])([CH3:2])[CH3:3], predict the reactants needed to synthesize it. The reactants are: [C:1]([C:5]1[N:9]([CH2:10][O:11][CH2:12][CH2:13][Si:14]([CH3:17])([CH3:16])[CH3:15])[CH:8]=[N:7][CH:6]=1)([CH3:4])([CH3:3])[CH3:2].[Li]CCCC.CN([CH:26]=[O:27])C. (5) Given the product [CH3:26][O:27][C:28](=[O:2])[CH2:20][C@@H:19]([OH:21])[CH2:18][O:17][CH2:10][C:11]1[CH:12]=[CH:13][CH:14]=[CH:15][CH:16]=1, predict the reactants needed to synthesize it. The reactants are: C[OH:2].NC1C=CN=CC=1.[CH2:10]([O:17][CH2:18][C@@H:19]1[O:21][CH2:20]1)[C:11]1[CH:16]=[CH:15][CH:14]=[CH:13][CH:12]=1.[C]=O.C1[CH2:28][O:27][CH2:26]C1. (6) Given the product [CH3:15][O:16][C:17](=[O:27])[CH2:18][CH2:19][C:20]1[CH:25]=[CH:24][CH:23]=[C:22]([NH:26][C:12]([C:10]2[O:11][C:7]([C:1]3[CH:2]=[CH:3][CH:4]=[CH:5][CH:6]=3)=[CH:8][CH:9]=2)=[O:14])[CH:21]=1, predict the reactants needed to synthesize it. The reactants are: [C:1]1([C:7]2[O:11][C:10]([C:12]([OH:14])=O)=[CH:9][CH:8]=2)[CH:6]=[CH:5][CH:4]=[CH:3][CH:2]=1.[CH3:15][O:16][C:17](=[O:27])[CH2:18][CH2:19][C:20]1[CH:25]=[CH:24][CH:23]=[C:22]([NH2:26])[CH:21]=1. (7) Given the product [F:1][C:2]1[CH:3]=[C:4]([NH:12][C:13](=[O:15])[CH3:14])[CH:5]=[CH:6][C:7]=1[C:8]([F:10])([F:11])[F:9], predict the reactants needed to synthesize it. The reactants are: [F:1][C:2]1[CH:3]=[C:4]([NH2:12])[CH:5]=[CH:6][C:7]=1[C:8]([F:11])([F:10])[F:9].[C:13](OC(=O)C)(=[O:15])[CH3:14]. (8) Given the product [CH2:1]([C:8]1[CH:9]=[C:10]([N:15]([CH2:16][C:17]2[CH:18]=[N:19][CH:20]=[CH:21][CH:22]=2)[S:32]([CH2:31][C:30]([F:37])([F:36])[F:29])(=[O:34])=[O:33])[CH:11]=[CH:12][C:13]=1[Cl:14])[C:2]1[CH:3]=[CH:4][CH:5]=[CH:6][CH:7]=1, predict the reactants needed to synthesize it. The reactants are: [CH2:1]([C:8]1[CH:9]=[C:10]([NH:15][CH2:16][C:17]2[CH:18]=[N:19][CH:20]=[CH:21][CH:22]=2)[CH:11]=[CH:12][C:13]=1[Cl:14])[C:2]1[CH:7]=[CH:6][CH:5]=[CH:4][CH:3]=1.N1C=CC=CC=1.[F:29][C:30]([F:37])([F:36])[CH2:31][S:32](Cl)(=[O:34])=[O:33].